Dataset: Forward reaction prediction with 1.9M reactions from USPTO patents (1976-2016). Task: Predict the product of the given reaction. (1) Given the reactants [N+:1]([C:4]1[CH:5]=[C:6]([CH:29]=[C:30]([C:32]([F:35])([F:34])[F:33])[CH:31]=1)[CH2:7][O:8][CH2:9][C:10]1([C:23]2[CH:28]=[CH:27][CH:26]=[CH:25][CH:24]=2)[CH2:15][CH2:14][N:13]([C:16]([O:18][C:19]([CH3:22])([CH3:21])[CH3:20])=[O:17])[CH2:12][CH2:11]1)([O-])=O, predict the reaction product. The product is: [NH2:1][C:4]1[CH:5]=[C:6]([CH:29]=[C:30]([C:32]([F:35])([F:33])[F:34])[CH:31]=1)[CH2:7][O:8][CH2:9][C:10]1([C:23]2[CH:24]=[CH:25][CH:26]=[CH:27][CH:28]=2)[CH2:15][CH2:14][N:13]([C:16]([O:18][C:19]([CH3:22])([CH3:20])[CH3:21])=[O:17])[CH2:12][CH2:11]1. (2) Given the reactants [CH3:1][O:2][C:3]([C:5]1[CH:13]=[C:12]2[C:8]([C:9]([CH:16]=[O:17])=[CH:10][N:11]2[CH2:14][CH3:15])=[CH:7][CH:6]=1)=[O:4].CC1C=CC(S([CH2:28][N+:29]#[C-:30])(=O)=O)=CC=1.C([O-])([O-])=O.[K+].[K+], predict the reaction product. The product is: [CH2:14]([N:11]1[C:12]2[C:8](=[CH:7][CH:6]=[C:5]([C:3]([O:2][CH3:1])=[O:4])[CH:13]=2)[C:9]([C:16]2[O:17][CH:30]=[N:29][CH:28]=2)=[CH:10]1)[CH3:15]. (3) Given the reactants [C:1]([O:5][C:6]([N:8]1[CH2:12][CH2:11][C:10](O)([C:13]([F:16])([F:15])[F:14])[CH2:9]1)=[O:7])([CH3:4])([CH3:3])[CH3:2].O=S(Cl)Cl.O, predict the reaction product. The product is: [F:16][C:13]([F:14])([F:15])[CH:10]1[CH2:11][CH2:12][N:8]([C:6]([O:5][C:1]([CH3:2])([CH3:3])[CH3:4])=[O:7])[CH2:9]1. (4) Given the reactants [C:1]([C:3]1[CH:4]=[C:5]([NH:9][C:10](=[O:25])[N:11]([CH2:13][CH2:14][CH2:15][C:16]2[CH:21]=[CH:20][C:19](B(O)O)=[CH:18][CH:17]=2)[CH3:12])[CH:6]=[CH:7][CH:8]=1)#[N:2].[NH2:26][C:27]1[CH:28]=[C:29]2[C:34](=[CH:35][CH:36]=1)[C:33]([N:37]([C:45]([O:47][C:48]([CH3:51])([CH3:50])[CH3:49])=[O:46])[C:38]([O:40][C:41]([CH3:44])([CH3:43])[CH3:42])=[O:39])=[N:32][CH:31]=[CH:30]2.O.[C:53]([OH:57])(=[O:56])[CH:54]=O, predict the reaction product. The product is: [C:48]([O:47][C:45]([N:37]([C:38]([O:40][C:41]([CH3:42])([CH3:43])[CH3:44])=[O:39])[C:33]1[C:34]2[C:29](=[CH:28][C:27]([NH:26][CH:54]([C:19]3[CH:20]=[CH:21][C:16]([CH2:15][CH2:14][CH2:13][N:11]([CH3:12])[C:10]([NH:9][C:5]4[CH:6]=[CH:7][CH:8]=[C:3]([C:1]#[N:2])[CH:4]=4)=[O:25])=[CH:17][CH:18]=3)[C:53]([OH:57])=[O:56])=[CH:36][CH:35]=2)[CH:30]=[CH:31][N:32]=1)=[O:46])([CH3:51])([CH3:50])[CH3:49].